Dataset: Forward reaction prediction with 1.9M reactions from USPTO patents (1976-2016). Task: Predict the product of the given reaction. (1) Given the reactants [S:1]1[CH2:5][C:4](=[O:6])[NH:3][C:2]1=[O:7].[Br:8][CH2:9][CH2:10]O.C1(P(C2C=CC=CC=2)C2C=CC=CC=2)C=CC=CC=1.CC(OC(/N=N/C(OC(C)C)=O)=O)C, predict the reaction product. The product is: [Br:8][CH2:9][CH2:10][N:3]1[C:4](=[O:6])[CH2:5][S:1][C:2]1=[O:7]. (2) Given the reactants [NH2:1][C:2]1[N:7]([C:8]2[C:13]([F:14])=[CH:12][C:11]([OH:15])=[CH:10][C:9]=2[F:16])[C:6](=[O:17])[CH:5]=[CH:4][C:3]=1[C:18](=[O:27])[C:19]1[CH:24]=[CH:23][C:22]([F:25])=[CH:21][C:20]=1[F:26].Cl.Cl[CH2:30][CH2:31][N:32]1[CH2:37][CH2:36][O:35][CH2:34][CH2:33]1.C(=O)([O-])[O-].[K+].[K+].[I-].[K+], predict the reaction product. The product is: [NH2:1][C:2]1[N:7]([C:8]2[C:9]([F:16])=[CH:10][C:11]([O:15][CH2:30][CH2:31][N:32]3[CH2:37][CH2:36][O:35][CH2:34][CH2:33]3)=[CH:12][C:13]=2[F:14])[C:6](=[O:17])[CH:5]=[CH:4][C:3]=1[C:18](=[O:27])[C:19]1[CH:24]=[CH:23][C:22]([F:25])=[CH:21][C:20]=1[F:26]. (3) The product is: [C:8]1([N:1]2[CH2:5][CH2:4][CH2:3][CH2:2]2)[C:9]2[C:14](=[CH:13][CH:12]=[CH:11][CH:10]=2)[CH2:6][CH:7]=1. Given the reactants [NH:1]1[CH2:5][CH2:4][CH2:3][CH2:2]1.[C:6]1(=O)[C:14]2[C:9](=[CH:10][CH:11]=[CH:12][CH:13]=2)[CH2:8][CH2:7]1, predict the reaction product. (4) Given the reactants C(N(CC1NC2C=CC(C(NCCC3N=CNC=3)=O)=CC=2N=1)C1C2N=CC=CC=2CCC1)C.[NH2:34][C:35]1[C:43]2[N:42]=[C:41]([CH2:44][N:45]([CH3:56])[CH:46]3[C:55]4[N:54]=[CH:53][CH:52]=[CH:51][C:50]=4[CH2:49][CH2:48][CH2:47]3)[NH:40][C:39]=2[CH:38]=[CH:37][CH:36]=1.[C:57](O)(=[O:64])[C:58]1[CH:63]=[CH:62][CH:61]=[N:60][CH:59]=1.O=C1N(P(Cl)(N2CCOC2=O)=O)CCO1.C(N(CC)C(C)C)(C)C, predict the reaction product. The product is: [CH3:56][N:45]([CH2:44][C:41]1[NH:40][C:39]2[CH:38]=[CH:37][CH:36]=[C:35]([NH:34][C:57]([C:58]3[CH:59]=[N:60][CH:61]=[CH:62][CH:63]=3)=[O:64])[C:43]=2[N:42]=1)[CH:46]1[C:55]2[N:54]=[CH:53][CH:52]=[CH:51][C:50]=2[CH2:49][CH2:48][CH2:47]1. (5) The product is: [CH3:1][O:2][C:3]([C:4]1[N:19]=[C:16]([CH3:17])[S:18][C:5]=1[C:7]1[CH:12]=[CH:11][C:10]([Br:13])=[CH:9][CH:8]=1)=[O:15]. Given the reactants [CH3:1][O:2][C:3](=[O:15])[C:4](=O)[CH:5]([C:7]1[CH:12]=[CH:11][C:10]([Br:13])=[CH:9][CH:8]=1)Cl.[C:16]([NH2:19])(=[S:18])[CH3:17], predict the reaction product. (6) Given the reactants [C:1](=[O:4])(O)[O-].[Na+].[F:6][C:7]1[CH:8]=[C:9]([N+:14]([O-:16])=[O:15])[CH:10]=[CH:11][C:12]=1F, predict the reaction product. The product is: [F:6][C:7]1[CH:8]=[C:9]([N+:14]([O-:16])=[O:15])[CH:10]=[CH:11][C:12]=1[NH:14][C@H:9]([CH2:8][CH3:7])[CH2:1][OH:4]. (7) Given the reactants [CH3:1][N:2]([CH2:10][CH2:11][C:12]1[CH:17]=[CH:16][C:15]([C:18]2[N:22]=[CH:21][N:20]([C:23]3[CH:28]=[CH:27][C:26]([O:29][C:30]([F:33])([F:32])[F:31])=[CH:25][CH:24]=3)[N:19]=2)=[CH:14][CH:13]=1)C(=O)OC(C)(C)C.[C:34](=O)([OH:36])[O-:35].[Na+], predict the reaction product. The product is: [CH3:1][NH:2][CH2:10][CH2:11][C:12]1[CH:13]=[CH:14][C:15]([C:18]2[N:22]=[CH:21][N:20]([C:23]3[CH:28]=[CH:27][C:26]([O:29][C:30]([F:33])([F:31])[F:32])=[CH:25][CH:24]=3)[N:19]=2)=[CH:16][CH:17]=1.[F:33][C:30]([F:31])([F:32])[C:34]([OH:36])=[O:35].